From a dataset of Reaction yield outcomes from USPTO patents with 853,638 reactions. Predict the reaction yield, written as a fraction of the theoretical maximum amount of product (1.0 means a 100% yield; for example, 0.34 means a 34% yield). (1) The reactants are [F:1][C:2]1[CH:3]=[C:4]([N:9]2[CH:18]=[CH:17][C:16]3[C:11](=[C:12]([O:21]C)[CH:13]=[C:14]([O:19][CH3:20])[CH:15]=3)[C:10]2=[O:23])[CH:5]=[CH:6][C:7]=1[OH:8].B(Br)(Br)Br. The catalyst is C(Cl)Cl. The product is [F:1][C:2]1[CH:3]=[C:4]([N:9]2[CH:18]=[CH:17][C:16]3[C:11](=[C:12]([OH:21])[CH:13]=[C:14]([O:19][CH3:20])[CH:15]=3)[C:10]2=[O:23])[CH:5]=[CH:6][C:7]=1[OH:8]. The yield is 0.763. (2) The reactants are [C:1]([O:5][C:6](=[O:17])[NH:7][C@H:8]1[CH2:14][CH2:13][C@@H:12](O)[CH2:11][NH:10][C:9]1=[O:16])([CH3:4])([CH3:3])[CH3:2].C1(P(C2C=CC=CC=2)C2C=CC=CC=2)C=CC=CC=1.N(C(OCC)=O)=NC(OCC)=O.C1(P([N:63]=[N+:64]=[N-:65])(C2C=CC=CC=2)=O)C=CC=CC=1. The catalyst is C1COCC1. The product is [C:1]([O:5][C:6](=[O:17])[NH:7][C@H:8]1[CH2:14][CH2:13][C@H:12]([N:63]=[N+:64]=[N-:65])[CH2:11][NH:10][C:9]1=[O:16])([CH3:4])([CH3:3])[CH3:2]. The yield is 0.700. (3) The product is [NH2:22][CH2:21][C@@H:13]1[C@H:14]2[O:18][C:17]([CH3:20])([CH3:19])[O:16][C@H:15]2[C@H:11]([N:6]2[CH:5]=[N:4][C:3]3[C:7]2=[N:8][CH:9]=[N:10][C:2]=3[NH2:1])[O:12]1. The reactants are [NH2:1][C:2]1[N:10]=[CH:9][N:8]=[C:7]2[C:3]=1[N:4]=[CH:5][N:6]2[C@H:11]1[C@@H:15]2[O:16][C:17]([CH3:20])([CH3:19])[O:18][C@@H:14]2[C@@H:13]([CH2:21][N:22]2C(=O)C3C(=CC=CC=3)C2=O)[O:12]1.O.NN. The yield is 0.760. The catalyst is C(O)C.C(Cl)(Cl)Cl.